Dataset: Catalyst prediction with 721,799 reactions and 888 catalyst types from USPTO. Task: Predict which catalyst facilitates the given reaction. (1) Reactant: [NH2:1][CH2:2][C:3]1([CH2:7][O:8][C:9]2[C:14]([O:15][CH3:16])=[C:13]([O:17][CH3:18])[CH:12]=[CH:11][C:10]=2[C:19]2[CH:27]=[CH:26][CH:25]=[C:24]3[C:20]=2[CH2:21][CH2:22][C:23]3=[O:28])[CH2:6][O:5][CH2:4]1.C(N(C(C)C)CC)(C)C.[C:38](Cl)(=[O:42])[CH:39]([CH3:41])[CH3:40]. Product: [CH3:16][O:15][C:14]1[C:13]([O:17][CH3:18])=[CH:12][CH:11]=[C:10]([C:19]2[CH:27]=[CH:26][CH:25]=[C:24]3[C:20]=2[CH2:21][CH2:22][C:23]3=[O:28])[C:9]=1[O:8][CH2:7][C:3]1([CH2:2][NH:1][C:38](=[O:42])[CH:39]([CH3:41])[CH3:40])[CH2:4][O:5][CH2:6]1. The catalyst class is: 46. (2) Reactant: [OH:1][C:2]1[NH:3][C:4]2[C:9]([C:10]=1[C:11]1[CH:16]=[CH:15][C:14]([CH2:17][N:18]3[CH2:23][CH2:22][O:21][CH2:20][CH2:19]3)=[CH:13][N:12]=1)=[CH:8][C:7]([C:24]#[N:25])=[CH:6][CH:5]=2.[C:26]([OH:38])(=[O:37])[CH2:27][C:28]([CH2:33][C:34]([OH:36])=[O:35])([C:30]([OH:32])=[O:31])[OH:29].C. Product: [C:26]([OH:38])(=[O:37])[CH2:27][C:28]([CH2:33][C:34]([OH:36])=[O:35])([C:30]([OH:32])=[O:31])[OH:29].[OH:1][C:2]1[NH:3][C:4]2[C:9]([C:10]=1[C:11]1[CH:16]=[CH:15][C:14]([CH2:17][N:18]3[CH2:19][CH2:20][O:21][CH2:22][CH2:23]3)=[CH:13][N:12]=1)=[CH:8][C:7]([C:24]#[N:25])=[CH:6][CH:5]=2. The catalyst class is: 40.